From a dataset of NCI-60 drug combinations with 297,098 pairs across 59 cell lines. Regression. Given two drug SMILES strings and cell line genomic features, predict the synergy score measuring deviation from expected non-interaction effect. (1) Drug 1: CNC(=O)C1=CC=CC=C1SC2=CC3=C(C=C2)C(=NN3)C=CC4=CC=CC=N4. Drug 2: CS(=O)(=O)OCCCCOS(=O)(=O)C. Cell line: LOX IMVI. Synergy scores: CSS=11.3, Synergy_ZIP=-4.90, Synergy_Bliss=-5.10, Synergy_Loewe=-4.09, Synergy_HSA=-4.13. (2) Drug 1: CC12CCC3C(C1CCC2=O)CC(=C)C4=CC(=O)C=CC34C. Drug 2: C1CNP(=O)(OC1)N(CCCl)CCCl. Cell line: NCI-H322M. Synergy scores: CSS=2.24, Synergy_ZIP=-9.27, Synergy_Bliss=-13.4, Synergy_Loewe=-15.4, Synergy_HSA=-12.6. (3) Drug 1: C1=CC(=CC=C1CC(C(=O)O)N)N(CCCl)CCCl.Cl. Drug 2: C1=CN(C=N1)CC(O)(P(=O)(O)O)P(=O)(O)O. Cell line: HCT116. Synergy scores: CSS=22.8, Synergy_ZIP=-0.987, Synergy_Bliss=5.45, Synergy_Loewe=5.21, Synergy_HSA=6.62. (4) Drug 1: CNC(=O)C1=CC=CC=C1SC2=CC3=C(C=C2)C(=NN3)C=CC4=CC=CC=N4. Drug 2: CC1=CC2C(CCC3(C2CCC3(C(=O)C)OC(=O)C)C)C4(C1=CC(=O)CC4)C. Cell line: OVCAR-5. Synergy scores: CSS=-0.641, Synergy_ZIP=2.09, Synergy_Bliss=4.91, Synergy_Loewe=0.165, Synergy_HSA=1.12. (5) Drug 1: C1=NC2=C(N=C(N=C2N1C3C(C(C(O3)CO)O)O)F)N. Drug 2: C1=NC(=NC(=O)N1C2C(C(C(O2)CO)O)O)N. Cell line: K-562. Synergy scores: CSS=21.4, Synergy_ZIP=-17.0, Synergy_Bliss=-13.4, Synergy_Loewe=-26.7, Synergy_HSA=-12.6. (6) Drug 1: CC12CCC3C(C1CCC2=O)CC(=C)C4=CC(=O)C=CC34C. Drug 2: CNC(=O)C1=NC=CC(=C1)OC2=CC=C(C=C2)NC(=O)NC3=CC(=C(C=C3)Cl)C(F)(F)F. Cell line: MDA-MB-231. Synergy scores: CSS=72.5, Synergy_ZIP=-2.32, Synergy_Bliss=-3.04, Synergy_Loewe=-7.38, Synergy_HSA=-0.969.